Dataset: Drug-target binding data from BindingDB using IC50 measurements. Task: Regression. Given a target protein amino acid sequence and a drug SMILES string, predict the binding affinity score between them. We predict pIC50 (pIC50 = -log10(IC50 in M); higher means more potent). Dataset: bindingdb_ic50. (1) The small molecule is O=C(O)[C@H]1/C(=C/CO)O[C@@H]2CC(=O)N21. The target protein (Q59514) has sequence MQRRHFLQKTLLALPIIFSGNLLTGCKTNLSDDYLPDDKITNNPNLLQNKLKEILPIWENKFNAKIGMTIIADNGELSSHRGNEYFPVNSTIKAFIASHILLLVDKEKLDLNEKIIIKESDLIEYSPVCKKYFDENKPISISELCEATITLSDNGSANILLDKIGGLTAFNQFLKEIGADMVLANNEPLLNRSHYGETSDTAKPIPYTKSLKALIVGNILSNQSKEQLITWLINDKVADNLLRKYLPKNWRIGDKTGTGSESKNIIAVIWNENNKPYFISLFITQPHDGKSLDFKNQKDEIMAQIGKEIYPFL. The pIC50 is 7.5. (2) The small molecule is COc1cccc(-c2cn([C@H]3C[C@H](O)[C@@H](COP(=O)([O-])[O-])O3)c(=O)[nH]c2=O)c1. The target protein (P9WG57) has sequence MAETAPLRVQLIAKTDFLAPPDVPWTTDADGGPALVEFAGRACYQSWSKPNPKTATNAGYLRHIIDVGHFSVLEHASVSFYITGISRSCTHELIRHRHFSYSQLSQRYVPEKDSRVVVPPGMEDDADLRHILTEAADAARATYSELLAKLEAKFADQPNAILRRKQARQAARAVLPNATETRIVVTGNYRAWRHFIAMRASEHADVEIRRLAIECLRQLAAVAPAVFADFEVTTLADGTEVATSPLATEA. The pIC50 is 4.3. (3) The drug is O=c1[nH]c(CN2CCN(c3ccccc3O)CC2)nc2ccccc12. The target protein sequence is AAPGLPPDPCGPDCAPPAPGLPQDPCGPDCAPPAPGLPRGPCGPDCAPPAPG. The pIC50 is 5.0.